Dataset: Full USPTO retrosynthesis dataset with 1.9M reactions from patents (1976-2016). Task: Predict the reactants needed to synthesize the given product. (1) Given the product [F:1][C:2]([F:11])([F:12])[C:3]([C:4]1[CH:5]=[C:6]([NH2:7])[NH:14][N:13]=1)([CH3:10])[CH3:9], predict the reactants needed to synthesize it. The reactants are: [F:1][C:2]([F:12])([F:11])[C:3]([CH3:10])([CH3:9])[C:4](=O)[CH2:5][C:6]#[N:7].[NH2:13][NH2:14].Cl.C(Cl)Cl. (2) Given the product [C:1]([O:5][C:6](=[O:7])[NH:8][C@@H:9]([CH2:28][C:29]1[CH:34]=[CH:33][CH:32]=[CH:31][CH:30]=1)[C@@H:10]([OH:27])[C@H:11]([C:12](=[O:14])[NH:64][C@H:65]([C:66](=[O:67])[NH:68][CH2:69][C:70]1[CH:75]=[CH:74][C:73]([O:76][CH3:77])=[CH:72][C:71]=1[OH:78])[CH:79]([CH3:81])[CH3:80])[NH:15][CH2:16][C:17]1[C:26]2[C:21](=[CH:22][CH:23]=[CH:24][CH:25]=2)[CH:20]=[CH:19][CH:18]=1)([CH3:4])([CH3:3])[CH3:2], predict the reactants needed to synthesize it. The reactants are: [C:1]([O:5][C:6]([NH:8][C@@H:9]([CH2:28][C:29]1[CH:34]=[CH:33][CH:32]=[CH:31][CH:30]=1)[C@@H:10]([OH:27])[C@@H:11]([NH:15][CH2:16][C:17]1[C:26]2[C:21](=[CH:22][CH:23]=[CH:24][CH:25]=2)[CH:20]=[CH:19][CH:18]=1)[C:12]([OH:14])=O)=[O:7])([CH3:4])([CH3:3])[CH3:2].[B-](F)(F)(F)F.CN(C(ON1C(=O)C=CC=C1)=[N+](C)C)C.CCN(C(C)C)C(C)C.[NH2:64][C@@H:65]([CH:79]([CH3:81])[CH3:80])[C:66]([NH:68][CH2:69][C:70]1[CH:75]=[CH:74][C:73]([O:76][CH3:77])=[CH:72][C:71]=1[OH:78])=[O:67]. (3) The reactants are: [F:1][C:2]([F:28])([F:27])[CH:3]([C:18]1[CH:23]=[C:22]([Cl:24])[C:21]([Cl:25])=[C:20]([Cl:26])[CH:19]=1)/[CH:4]=[CH:5]/[C:6]1[C:15]2[C:10](=[CH:11][CH:12]=[CH:13][CH:14]=2)[C:9]([CH2:16][NH2:17])=[CH:8][CH:7]=1.[CH2:29]([N:31]=[C:32]=[O:33])[CH3:30]. Given the product [CH2:29]([NH:31][C:32]([NH:17][CH2:16][C:9]1[C:10]2[C:15](=[CH:14][CH:13]=[CH:12][CH:11]=2)[C:6](/[CH:5]=[CH:4]/[CH:3]([C:18]2[CH:19]=[C:20]([Cl:26])[C:21]([Cl:25])=[C:22]([Cl:24])[CH:23]=2)[C:2]([F:1])([F:27])[F:28])=[CH:7][CH:8]=1)=[O:33])[CH3:30], predict the reactants needed to synthesize it. (4) The reactants are: [CH3:1][N:2]1[C:6]([C:7]2[CH:12]=[CH:11][N:10]=[CH:9][CH:8]=2)=[C:5]([C:13]2[CH:18]=[CH:17][CH:16]=[CH:15][CH:14]=2)[N:4]=[CH:3]1.C([Li])CCC.CN([CH:27]=[O:28])C. Given the product [CH:27]([C:3]1[N:2]([CH3:1])[C:6]([C:7]2[CH:12]=[CH:11][N:10]=[CH:9][CH:8]=2)=[C:5]([C:13]2[CH:14]=[CH:15][CH:16]=[CH:17][CH:18]=2)[N:4]=1)=[O:28], predict the reactants needed to synthesize it. (5) Given the product [CH3:17][O:16][C:9]1[CH:10]=[C:11]([CH:14]=[CH:15][C:8]=1[N:4]1[CH:5]=[N:6][C:2]([CH3:1])=[N:3]1)[CH:12]=[O:13], predict the reactants needed to synthesize it. The reactants are: [CH3:1][C:2]1[N:6]=[CH:5][NH:4][N:3]=1.F[C:8]1[CH:15]=[CH:14][C:11]([CH:12]=[O:13])=[CH:10][C:9]=1[O:16][CH3:17].C(=O)([O-])[O-].[K+].[K+].O. (6) Given the product [Cl:8][C:5]1[N:4]=[C:3]([NH:9][CH2:10][C:11]2([NH:16][C:17](=[O:23])[O:18][C:19]([CH3:22])([CH3:21])[CH3:20])[CH2:15][CH2:14][CH2:13][CH2:12]2)[C:2]([C:29]#[C:28][CH:27]([O:30][CH2:31][CH3:32])[O:26][CH2:24][CH3:25])=[CH:7][N:6]=1, predict the reactants needed to synthesize it. The reactants are: Br[C:2]1[C:3]([NH:9][CH2:10][C:11]2([NH:16][C:17](=[O:23])[O:18][C:19]([CH3:22])([CH3:21])[CH3:20])[CH2:15][CH2:14][CH2:13][CH2:12]2)=[N:4][C:5]([Cl:8])=[N:6][CH:7]=1.[CH2:24]([O:26][CH:27]([O:30][CH2:31][CH3:32])[C:28]#[CH:29])[CH3:25].ClC1N=C(NCCNC(=O)OC(C)(C)C)C(C#CC(OCC)OCC)=CN=1. (7) Given the product [Cl:14][C:3]1[C:2]([C:16]#[N:17])=[CH:12][C:6]([C:7]([O:9][CH2:10][C:11]2[CH:29]=[CH:30][C:25]([F:24])=[CH:26][CH:27]=2)=[O:8])=[C:5]([CH3:13])[N:4]=1, predict the reactants needed to synthesize it. The reactants are: Cl[C:2]1[C:3]([Cl:14])=[N:4][C:5]([CH3:13])=[C:6]([CH:12]=1)[C:7]([O:9][CH2:10][CH3:11])=[O:8].C[CH2:16][N:17](C(C)C)C(C)C.[F:24][C:25]1[CH:30]=[CH:29]C(CO)=[CH:27][CH:26]=1.